Dataset: NCI-60 drug combinations with 297,098 pairs across 59 cell lines. Task: Regression. Given two drug SMILES strings and cell line genomic features, predict the synergy score measuring deviation from expected non-interaction effect. (1) Drug 1: CS(=O)(=O)CCNCC1=CC=C(O1)C2=CC3=C(C=C2)N=CN=C3NC4=CC(=C(C=C4)OCC5=CC(=CC=C5)F)Cl. Drug 2: CCCCC(=O)OCC(=O)C1(CC(C2=C(C1)C(=C3C(=C2O)C(=O)C4=C(C3=O)C=CC=C4OC)O)OC5CC(C(C(O5)C)O)NC(=O)C(F)(F)F)O. Cell line: HCC-2998. Synergy scores: CSS=65.1, Synergy_ZIP=-1.13, Synergy_Bliss=-3.76, Synergy_Loewe=-4.44, Synergy_HSA=-0.681. (2) Drug 1: CC1=CC2C(CCC3(C2CCC3(C(=O)C)OC(=O)C)C)C4(C1=CC(=O)CC4)C. Drug 2: CN(CC1=CN=C2C(=N1)C(=NC(=N2)N)N)C3=CC=C(C=C3)C(=O)NC(CCC(=O)O)C(=O)O. Cell line: MOLT-4. Synergy scores: CSS=42.9, Synergy_ZIP=-0.719, Synergy_Bliss=1.72, Synergy_Loewe=-58.5, Synergy_HSA=0.996.